This data is from Forward reaction prediction with 1.9M reactions from USPTO patents (1976-2016). The task is: Predict the product of the given reaction. Given the reactants [CH2:1]([O:8][C:9]1[CH:14]=[CH:13][CH:12]=[CH:11][C:10]=1[NH:15][C:16]1[N:21]2[N:22]=[CH:23][C:24]([C:25](O)=[O:26])=[C:20]2[N:19]=[CH:18][C:17]=1[C:28]([N:30]1[CH2:35][CH2:34][CH:33]([C:36]2[CH:41]=[CH:40][CH:39]=[CH:38][CH:37]=2)[CH2:32][CH2:31]1)=[O:29])[C:2]1[CH:7]=[CH:6][CH:5]=[CH:4][CH:3]=1.[CH2:42]([S:44]([NH2:47])(=[O:46])=[O:45])[CH3:43], predict the reaction product. The product is: [CH2:1]([O:8][C:9]1[CH:14]=[CH:13][CH:12]=[CH:11][C:10]=1[NH:15][C:16]1[N:21]2[N:22]=[CH:23][C:24]([C:25]([NH:47][S:44]([CH2:42][CH3:43])(=[O:46])=[O:45])=[O:26])=[C:20]2[N:19]=[CH:18][C:17]=1[C:28]([N:30]1[CH2:35][CH2:34][CH:33]([C:36]2[CH:37]=[CH:38][CH:39]=[CH:40][CH:41]=2)[CH2:32][CH2:31]1)=[O:29])[C:2]1[CH:7]=[CH:6][CH:5]=[CH:4][CH:3]=1.